From a dataset of Forward reaction prediction with 1.9M reactions from USPTO patents (1976-2016). Predict the product of the given reaction. (1) Given the reactants C1C=C[NH+]=CC=1.[O-][Cr](Cl)(=O)=O.[CH2:12]([O:19][CH2:20][CH2:21][CH2:22][OH:23])[C:13]1[CH:18]=[CH:17][CH:16]=[CH:15][CH:14]=1, predict the reaction product. The product is: [CH2:12]([O:19][CH2:20][CH2:21][CH:22]=[O:23])[C:13]1[CH:18]=[CH:17][CH:16]=[CH:15][CH:14]=1. (2) Given the reactants [Cl:1][C:2]([F:10])([F:9])[C:3]([F:8])([F:7])[C:4](Cl)=[O:5].N1C=CC=CC=1.[CH:17]([O:19][CH2:20][CH2:21][CH2:22][CH3:23])=[CH2:18].O, predict the reaction product. The product is: [CH2:20]([O:19][CH:17]=[CH:18][C:4](=[O:5])[C:3]([F:8])([F:7])[C:2]([Cl:1])([F:10])[F:9])[CH2:21][CH2:22][CH3:23]. (3) Given the reactants [CH3:1][O:2][C:3](=[O:12])[C:4]1[CH:9]=[CH:8][C:7]([I:10])=[C:6]([OH:11])[CH:5]=1.C(=O)([O-])[O-].[K+].[K+].[CH2:19](Br)[C:20]1[CH:25]=[CH:24][CH:23]=[CH:22][CH:21]=1, predict the reaction product. The product is: [CH3:1][O:2][C:3](=[O:12])[C:4]1[CH:9]=[CH:8][C:7]([I:10])=[C:6]([O:11][CH2:19][C:20]2[CH:25]=[CH:24][CH:23]=[CH:22][CH:21]=2)[CH:5]=1. (4) Given the reactants [Zn:1].[Br:2]CCBr.Cl[Si](C)(C)C.[Cl:11][C:12]1[CH:19]=[CH:18][CH:17]=[CH:16][C:13]=1[CH2:14]Br, predict the reaction product. The product is: [Br-:2].[Cl:11][C:12]1[CH:19]=[CH:18][CH:17]=[CH:16][C:13]=1[CH2:14][Zn+:1]. (5) Given the reactants [N:1]1[CH:6]=[CH:5][C:4]([C:7]2[CH:8]=[C:9]([CH2:13][N:14]([CH:18]([CH3:20])C)[C:15](Cl)=[O:16])[CH:10]=[CH:11][CH:12]=2)=[CH:3][CH:2]=1.[OH:21][C:22]1[CH:27]=[CH:26][C:25]([C:28]2[CH:37]=[CH:36][C:31]([C:32]([NH:34][CH3:35])=[O:33])=[CH:30][CH:29]=2)=[CH:24][CH:23]=1.[CH2:38](N(CC)CC)C, predict the reaction product. The product is: [CH2:18]([N:14]([CH2:13][C:9]1[CH:10]=[CH:11][CH:12]=[C:7]([C:4]2[CH:3]=[CH:2][N:1]=[CH:6][CH:5]=2)[CH:8]=1)[C:15](=[O:16])[O:21][C:22]1[CH:23]=[CH:24][C:25]([C:28]2[CH:37]=[CH:36][C:31]([C:32](=[O:33])[NH:34][CH3:35])=[CH:30][CH:29]=2)=[CH:26][CH:27]=1)[CH2:20][CH3:38]. (6) Given the reactants COC[O:4][C:5]1[CH:10]=[C:9]([CH2:11][CH2:12][CH3:13])[CH:8]=[CH:7][C:6]=1[CH:14](O)[CH2:15][CH3:16].C([SiH](CC)CC)C.FC(F)(F)C(O)=O.O, predict the reaction product. The product is: [CH2:14]([C:6]1[CH:7]=[CH:8][C:9]([CH2:11][CH2:12][CH3:13])=[CH:10][C:5]=1[OH:4])[CH2:15][CH3:16]. (7) Given the reactants FC(F)(F)C(O)=O.[N:8]1[CH:13]=[CH:12][CH:11]=[C:10]([NH:14][C:15]([C:17]2[CH:62]=[CH:61][C:20]([CH2:21][NH:22][S:23]([C:26]3[CH:31]=[CH:30][C:29]([CH2:32][CH2:33][CH2:34][O:35][CH2:36][CH2:37][O:38][CH2:39][CH2:40][O:41][CH2:42][CH2:43][O:44][CH2:45][CH2:46][O:47][CH2:48][CH2:49][O:50][CH2:51][CH2:52][NH:53]C(=O)OC(C)(C)C)=[CH:28][CH:27]=3)(=[O:25])=[O:24])=[CH:19][CH:18]=2)=[O:16])[CH:9]=1, predict the reaction product. The product is: [NH2:53][CH2:52][CH2:51][O:50][CH2:49][CH2:48][O:47][CH2:46][CH2:45][O:44][CH2:43][CH2:42][O:41][CH2:40][CH2:39][O:38][CH2:37][CH2:36][O:35][CH2:34][CH2:33][CH2:32][C:29]1[CH:30]=[CH:31][C:26]([S:23]([NH:22][CH2:21][C:20]2[CH:19]=[CH:18][C:17]([C:15]([NH:14][C:10]3[CH:9]=[N:8][CH:13]=[CH:12][CH:11]=3)=[O:16])=[CH:62][CH:61]=2)(=[O:24])=[O:25])=[CH:27][CH:28]=1.